This data is from TCR-epitope binding with 47,182 pairs between 192 epitopes and 23,139 TCRs. The task is: Binary Classification. Given a T-cell receptor sequence (or CDR3 region) and an epitope sequence, predict whether binding occurs between them. (1) The epitope is LPPAYTNSF. The TCR CDR3 sequence is CAVGDRGYEQYF. Result: 0 (the TCR does not bind to the epitope). (2) The epitope is RPHERNGFTVL. The TCR CDR3 sequence is CATSDIGLAGEGDTQYF. Result: 0 (the TCR does not bind to the epitope). (3) The epitope is RQLLFVVEV. The TCR CDR3 sequence is CASSLEGKNIQYF. Result: 1 (the TCR binds to the epitope). (4) The epitope is TPRVTGGGAM. The TCR CDR3 sequence is CASSLIGEGVDDEQYF. Result: 1 (the TCR binds to the epitope). (5) The epitope is KLSYGIATV. The TCR CDR3 sequence is CASSQDRYNEQFF. Result: 1 (the TCR binds to the epitope). (6) The epitope is KRWIIMGLNK. The TCR CDR3 sequence is CSARGGSVFYEQYF. Result: 1 (the TCR binds to the epitope). (7) The epitope is ALLADKFPV. Result: 1 (the TCR binds to the epitope). The TCR CDR3 sequence is CASSLTGATNEKLFF.